The task is: Predict which catalyst facilitates the given reaction.. This data is from Catalyst prediction with 721,799 reactions and 888 catalyst types from USPTO. (1) Reactant: [Si:1]([O:8][CH2:9][CH2:10][C:11]1[C:12](Cl)=[N:13][C:14]2[N:15]([N:36]=[CH:37][CH:38]=2)[C:16]=1[N:17]([C:25]1[CH:30]=[CH:29][C:28]([O:31][CH2:32][CH2:33][O:34][CH3:35])=[CH:27][CH:26]=1)[C:18](=[O:24])[O:19][C:20]([CH3:23])([CH3:22])[CH3:21])([C:4]([CH3:7])([CH3:6])[CH3:5])([CH3:3])[CH3:2].[NH2:40][C@H:41]1[CH2:46][CH2:45][CH2:44][N:43]([C:47]([O:49][C:50]([CH3:53])([CH3:52])[CH3:51])=[O:48])[CH2:42]1. Product: [C:20]([O:19][C:18]([N:17]([C:25]1[CH:30]=[CH:29][C:28]([O:31][CH2:32][CH2:33][O:34][CH3:35])=[CH:27][CH:26]=1)[C:16]1[N:15]2[N:36]=[CH:37][CH:38]=[C:14]2[N:13]=[C:12]([NH:40][C@H:41]2[CH2:46][CH2:45][CH2:44][N:43]([C:47]([O:49][C:50]([CH3:53])([CH3:52])[CH3:51])=[O:48])[CH2:42]2)[C:11]=1[CH2:10][CH2:9][O:8][Si:1]([C:4]([CH3:7])([CH3:6])[CH3:5])([CH3:3])[CH3:2])=[O:24])([CH3:23])([CH3:22])[CH3:21]. The catalyst class is: 10. (2) Reactant: C([O:8][C:9]1[CH:14]=[CH:13][C:12]([S:15]([NH:18][C:19]2[CH:20]=[CH:21][C:22]3[CH2:26][O:25][B:24]([OH:27])[C:23]=3[CH:28]=2)(=[O:17])=[O:16])=[C:11]([N+:29]([O-])=O)[CH:10]=1)C1C=CC=CC=1. Product: [NH2:29][C:11]1[CH:10]=[C:9]([OH:8])[CH:14]=[CH:13][C:12]=1[S:15]([NH:18][C:19]1[CH:20]=[CH:21][C:22]2[CH2:26][O:25][B:24]([OH:27])[C:23]=2[CH:28]=1)(=[O:16])=[O:17]. The catalyst class is: 19. (3) Reactant: Br[C:2]1[N:7]=[C:6]([C:8]([NH:10][C:11]2[C:12]([C:17](=[O:19])[NH2:18])=[N:13][N:14]([CH3:16])[CH:15]=2)=[O:9])[CH:5]=[CH:4][CH:3]=1.[NH:20]1[CH:24]=[CH:23][CH:22]=[CH:21]1.C(=O)([O-])[O-].[K+].[K+]. Product: [C:17]([C:12]1[C:11]([NH:10][C:8](=[O:9])[C:6]2[CH:5]=[CH:4][CH:3]=[C:2]([N:20]3[CH:24]=[CH:23][CH:22]=[CH:21]3)[N:7]=2)=[CH:15][N:14]([CH3:16])[N:13]=1)(=[O:19])[NH2:18]. The catalyst class is: 42. (4) Product: [F:22][C:16]1[CH:17]=[C:18]([F:21])[CH:19]=[CH:20][C:15]=1[C:14]1[N:10]([NH:9][C:3]2[CH:4]=[CH:5][C:6]([Cl:8])=[CH:7][C:2]=2[Cl:1])[CH:11]=[N:12][C:13]=1[CH3:23]. The catalyst class is: 15. Reactant: [Cl:1][C:2]1[CH:7]=[C:6]([Cl:8])[CH:5]=[CH:4][C:3]=1[NH:9][N:10]1[C:14]([C:15]2[CH:20]=[CH:19][C:18]([F:21])=[CH:17][C:16]=2[F:22])=[C:13]([CH3:23])[NH:12][C:11]1=S.OO.O.